This data is from Forward reaction prediction with 1.9M reactions from USPTO patents (1976-2016). The task is: Predict the product of the given reaction. (1) Given the reactants N1([S:5]([NH2:8])(=[O:7])=[O:6])CCC1.C1(P([CH:37]2[CH2:42]CCCC2)C2C=CC=CC=2C2C(C(C)C)=CC(C(C)C)=CC=2C(C)C)CCCCC1.C(=O)([O-])[O-].[Cs+].[Cs+].[Si:49]([O:56][CH2:57][C@@H:58]([CH2:77][O:78][CH:79]([CH3:81])[CH3:80])[O:59][C:60]1[CH:65]=[C:64](Cl)[N:63]=[C:62]([S:67][CH2:68][C:69]2[CH:74]=[CH:73][CH:72]=[C:71]([F:75])[C:70]=2[F:76])[N:61]=1)([C:52]([CH3:55])([CH3:54])[CH3:53])([CH3:51])[CH3:50], predict the reaction product. The product is: [Si:49]([O:56][CH2:57][C@@H:58]([CH2:77][O:78][CH:79]([CH3:81])[CH3:80])[O:59][C:60]1[N:61]=[C:62]([S:67][CH2:68][C:69]2[CH:74]=[CH:73][CH:72]=[C:71]([F:75])[C:70]=2[F:76])[N:63]=[C:64]([NH:8][S:5]([C:42]2[N:63]=[CH:62][N:61]([CH3:60])[CH:37]=2)(=[O:6])=[O:7])[CH:65]=1)([C:52]([CH3:55])([CH3:54])[CH3:53])([CH3:51])[CH3:50]. (2) Given the reactants [C:1]([C:3]1[CH:32]=[CH:31][C:6]([CH2:7][NH:8][C:9]([CH:11]([O:28][CH2:29][CH3:30])[C:12]2[C:13]([F:27])=[C:14](OS(C(F)(F)F)(=O)=O)[CH:15]=[CH:16][C:17]=2[F:18])=[O:10])=[CH:5][CH:4]=1)#[N:2].B1(B2OC(C)(C)C(C)(C)O2)OC(C)(C)C(C)(C)O1.CC([O-])=O.[K+].Br[C:57]1[CH:58]=[CH:59][CH:60]=[N:61][CH:62]=1.C([O-])([O-])=O.[Na+].[Na+], predict the reaction product. The product is: [C:1]([C:3]1[CH:32]=[CH:31][C:6]([CH2:7][NH:8][C:9](=[O:10])[CH:11]([C:12]2[C:17]([F:18])=[CH:16][CH:15]=[C:14]([C:60]3[CH:59]=[CH:58][CH:57]=[CH:62][N:61]=3)[C:13]=2[F:27])[O:28][CH2:29][CH3:30])=[CH:5][CH:4]=1)#[N:2]. (3) Given the reactants [Cl:1][C:2]1[CH:10]=[C:9]2[C:5]([C:6](=[O:22])[C:7](=[O:21])[N:8]2[CH:11]([CH2:15][CH:16]2[CH2:20][CH2:19][CH2:18][CH2:17]2)[C:12](O)=[O:13])=[CH:4][CH:3]=1.[S:23]1[CH:27]=[CH:26][N:25]=[C:24]1[NH2:28].C(N(CC)C(C)C)(C)C.F[P-](F)(F)(F)(F)F.N1(O[P+](N(C)C)(N(C)C)N(C)C)C2C=CC=CC=2N=N1, predict the reaction product. The product is: [Cl:1][C:2]1[CH:10]=[C:9]2[C:5]([C:6](=[O:22])[C:7](=[O:21])[N:8]2[CH:11]([CH2:15][CH:16]2[CH2:20][CH2:19][CH2:18][CH2:17]2)[C:12]([NH:28][C:24]2[S:23][CH:27]=[CH:26][N:25]=2)=[O:13])=[CH:4][CH:3]=1. (4) Given the reactants [CH:1]([Li])([CH2:3][CH3:4])[CH3:2].[CH2:6]=[CH:7][C:8](=[CH2:10])[CH3:9].C=CC=C.C=CC1C=CC=CC=1, predict the reaction product. The product is: [CH2:6]=[CH:7][C:8](=[CH2:9])[CH3:10].[CH2:2]=[CH:1][CH:3]=[CH2:4]. (5) Given the reactants [C:1]([O:5][CH3:6])(=[O:4])[CH2:2][SH:3].CC(C)([O-])C.[Na+].C([O:15][C:16](=O)[C:17]1[CH:22]=[CH:21][C:20]([C:23]2[CH:28]=[CH:27][CH:26]=[CH:25][CH:24]=2)=[N:19][C:18]=1Cl)C.Br[CH2:32][C:33]([O:35][CH2:36][CH3:37])=[O:34].Cl, predict the reaction product. The product is: [CH3:6][O:5][C:1]([C:2]1[S:3][C:18]2=[N:19][C:20]([C:23]3[CH:28]=[CH:27][CH:26]=[CH:25][CH:24]=3)=[CH:21][CH:22]=[C:17]2[C:16]=1[O:15][CH2:32][C:33]([O:35][CH2:36][CH3:37])=[O:34])=[O:4]. (6) Given the reactants [NH2:1][C:2]1[CH:3]=[C:4]([CH:8]=[CH:9][CH:10]=1)[C:5]([OH:7])=O.[CH3:11][N:12]1[CH2:17][CH2:16][NH:15][CH2:14][CH2:13]1.CCN=C=NCCCN(C)C.Cl.CCN(CC)CC.C([O-])(O)=O.[Na+], predict the reaction product. The product is: [NH2:1][C:2]1[CH:3]=[C:4]([C:5]([N:15]2[CH2:16][CH2:17][N:12]([CH3:11])[CH2:13][CH2:14]2)=[O:7])[CH:8]=[CH:9][CH:10]=1.